The task is: Predict which catalyst facilitates the given reaction.. This data is from Catalyst prediction with 721,799 reactions and 888 catalyst types from USPTO. Reactant: Cl[C:2]1[CH:3]=[CH:4][C:5]([N+:8]([O-:10])=[O:9])=[N:6][CH:7]=1.[CH3:11][S-:12].[Na+]. Product: [CH3:11][S:12][C:2]1[CH:3]=[CH:4][C:5]([N+:8]([O-:10])=[O:9])=[N:6][CH:7]=1. The catalyst class is: 5.